Dataset: NCI-60 drug combinations with 297,098 pairs across 59 cell lines. Task: Regression. Given two drug SMILES strings and cell line genomic features, predict the synergy score measuring deviation from expected non-interaction effect. (1) Drug 2: C1CCC(C(C1)N)N.C(=O)(C(=O)[O-])[O-].[Pt+4]. Cell line: SF-539. Drug 1: CCN(CC)CCCC(C)NC1=C2C=C(C=CC2=NC3=C1C=CC(=C3)Cl)OC. Synergy scores: CSS=34.2, Synergy_ZIP=-7.22, Synergy_Bliss=-3.54, Synergy_Loewe=-9.31, Synergy_HSA=-3.93. (2) Drug 1: C1=CC(=CC=C1CC(C(=O)O)N)N(CCCl)CCCl.Cl. Drug 2: CCN(CC)CCCC(C)NC1=C2C=C(C=CC2=NC3=C1C=CC(=C3)Cl)OC. Cell line: U251. Synergy scores: CSS=24.9, Synergy_ZIP=-11.3, Synergy_Bliss=-5.94, Synergy_Loewe=-4.18, Synergy_HSA=-4.28. (3) Drug 1: C1C(C(OC1N2C=NC3=C(N=C(N=C32)Cl)N)CO)O. Drug 2: CC1C(C(CC(O1)OC2CC(CC3=C2C(=C4C(=C3O)C(=O)C5=C(C4=O)C(=CC=C5)OC)O)(C(=O)CO)O)N)O.Cl. Cell line: SN12C. Synergy scores: CSS=43.5, Synergy_ZIP=-6.64, Synergy_Bliss=-9.50, Synergy_Loewe=-11.2, Synergy_HSA=-6.95.